This data is from Full USPTO retrosynthesis dataset with 1.9M reactions from patents (1976-2016). The task is: Predict the reactants needed to synthesize the given product. Given the product [F:18][C:15]([F:16])([F:17])[C:14]([N:11]1[CH2:12][CH2:13][NH:8][CH2:9][CH2:10]1)=[O:19], predict the reactants needed to synthesize it. The reactants are: C(OC([N:8]1[CH2:13][CH2:12][N:11]([C:14](=[O:19])[C:15]([F:18])([F:17])[F:16])[CH2:10][CH2:9]1)=O)(C)(C)C.FC(F)(F)C(O)=O.